Dataset: Reaction yield outcomes from USPTO patents with 853,638 reactions. Task: Predict the reaction yield, written as a fraction of the theoretical maximum amount of product (1.0 means a 100% yield; for example, 0.34 means a 34% yield). (1) The reactants are C(OC(=O)[CH:5]=[C:6]1[C:12]2[CH:13]=[CH:14][CH:15]=[CH:16][C:11]=2[CH2:10][O:9][C:8]2[CH:17]=[C:18]([F:21])[CH:19]=[CH:20][C:7]1=2)C.[OH-].[Li+].C(O)(=O)C.[Br:29]N1C(=O)CCC1=O. The catalyst is C(O)(C)C.O. The product is [Br:29]/[CH:5]=[C:6]1/[C:7]2[CH:20]=[CH:19][C:18]([F:21])=[CH:17][C:8]=2[O:9][CH2:10][C:11]2[CH:16]=[CH:15][CH:14]=[CH:13][C:12]/1=2. The yield is 0.930. (2) The reactants are [Cl:1][C:2]1[CH:3]=[C:4]([CH:8]=[CH:9][C:10]=1[O:11][CH:12]1[CH2:17][CH2:16][N:15]([CH2:18][C:19]2[CH:24]=[CH:23][C:22]([O:25][CH3:26])=[CH:21][CH:20]=2)[CH2:14][CH2:13]1)[C:5](O)=[O:6].C(N(CC)CC)C.O.ON1C2C=CC=CC=2N=N1.Cl.CN(C)CCCN=C=NCC.[CH2:57]([N:64]1[CH2:69][CH2:68][CH:67]([NH2:70])[CH2:66][CH2:65]1)[C:58]1[CH:63]=[CH:62][CH:61]=[CH:60][CH:59]=1. The catalyst is CN(C)C=O. The product is [CH2:57]([N:64]1[CH2:69][CH2:68][CH:67]([NH:70][C:5](=[O:6])[C:4]2[CH:8]=[CH:9][C:10]([O:11][CH:12]3[CH2:13][CH2:14][N:15]([CH2:18][C:19]4[CH:24]=[CH:23][C:22]([O:25][CH3:26])=[CH:21][CH:20]=4)[CH2:16][CH2:17]3)=[C:2]([Cl:1])[CH:3]=2)[CH2:66][CH2:65]1)[C:58]1[CH:59]=[CH:60][CH:61]=[CH:62][CH:63]=1. The yield is 0.180. (3) The reactants are Cl[C:2]1[CH:7]=[C:6]([C:8]2[CH:13]=[CH:12][CH:11]=[CH:10][CH:9]=2)[CH:5]=[CH:4][N:3]=1.[F:14][C:15]1[CH:20]=[CH:19][CH:18]=[CH:17][C:16]=1[N:21]1[CH2:26][CH2:25][N:24]([CH2:27][CH2:28][CH2:29][CH2:30][NH2:31])[CH2:23][CH2:22]1. No catalyst specified. The product is [F:14][C:15]1[CH:20]=[CH:19][CH:18]=[CH:17][C:16]=1[N:21]1[CH2:22][CH2:23][N:24]([CH2:27][CH2:28][CH2:29][CH2:30][NH:31][C:2]2[CH:7]=[C:6]([C:8]3[CH:13]=[CH:12][CH:11]=[CH:10][CH:9]=3)[CH:5]=[CH:4][N:3]=2)[CH2:25][CH2:26]1. The yield is 0.100. (4) The reactants are [NH:1]1[C:9]2[CH:8]=[CH:7][CH:6]=[C:5]([C:10]([OH:12])=O)[C:4]=2[CH:3]=[CH:2]1.Cl.CN(C)CCCN=C=NCC.O.N1(O)C2C=CC=CC=2N=N1.[Cl:36][C:37]1[CH:38]=[C:39]([CH:44]=[CH:45][C:46]=1[O:47][CH:48]([CH3:50])[CH3:49])[C:40]([NH:42]O)=[NH:41]. The catalyst is CN(C=O)C.O. The product is [Cl:36][C:37]1[CH:38]=[C:39]([C:40]2[N:42]=[C:10]([C:5]3[CH:6]=[CH:7][CH:8]=[C:9]4[C:4]=3[CH:3]=[CH:2][NH:1]4)[O:12][N:41]=2)[CH:44]=[CH:45][C:46]=1[O:47][CH:48]([CH3:50])[CH3:49]. The yield is 0.357.